Dataset: Forward reaction prediction with 1.9M reactions from USPTO patents (1976-2016). Task: Predict the product of the given reaction. Given the reactants [ClH:1].[F:2][C:3]1[CH:4]=[C:5]([CH:10]([NH:13][CH2:14][CH2:15][O:16][CH3:17])[C:11]#[N:12])[CH:6]=[C:7]([F:9])[CH:8]=1.[C:18](Cl)(=[O:22])[C:19]([Cl:21])=O.CN(C)C=O, predict the reaction product. The product is: [Cl:21][C:19]1[C:18](=[O:22])[N:13]([CH2:14][CH2:15][O:16][CH3:17])[C:10]([C:5]2[CH:4]=[C:3]([F:2])[CH:8]=[C:7]([F:9])[CH:6]=2)=[C:11]([Cl:1])[N:12]=1.